Task: Regression. Given two drug SMILES strings and cell line genomic features, predict the synergy score measuring deviation from expected non-interaction effect.. Dataset: NCI-60 drug combinations with 297,098 pairs across 59 cell lines (1) Drug 1: CN1CCC(CC1)COC2=C(C=C3C(=C2)N=CN=C3NC4=C(C=C(C=C4)Br)F)OC. Drug 2: C1=CC(=CC=C1C#N)C(C2=CC=C(C=C2)C#N)N3C=NC=N3. Cell line: ACHN. Synergy scores: CSS=21.0, Synergy_ZIP=-1.04, Synergy_Bliss=6.41, Synergy_Loewe=0.681, Synergy_HSA=8.04. (2) Drug 1: CCC(=C(C1=CC=CC=C1)C2=CC=C(C=C2)OCCN(C)C)C3=CC=CC=C3.C(C(=O)O)C(CC(=O)O)(C(=O)O)O. Drug 2: C1=CC=C(C=C1)NC(=O)CCCCCCC(=O)NO. Cell line: T-47D. Synergy scores: CSS=12.4, Synergy_ZIP=-2.96, Synergy_Bliss=2.41, Synergy_Loewe=-15.5, Synergy_HSA=-1.90. (3) Drug 1: CC1=C(C=C(C=C1)C(=O)NC2=CC(=CC(=C2)C(F)(F)F)N3C=C(N=C3)C)NC4=NC=CC(=N4)C5=CN=CC=C5. Drug 2: C(CN)CNCCSP(=O)(O)O. Cell line: SK-MEL-2. Synergy scores: CSS=4.54, Synergy_ZIP=3.80, Synergy_Bliss=6.10, Synergy_Loewe=2.17, Synergy_HSA=3.28. (4) Drug 1: CN(C)N=NC1=C(NC=N1)C(=O)N. Drug 2: C1=NC2=C(N=C(N=C2N1C3C(C(C(O3)CO)O)F)Cl)N. Cell line: NCI-H460. Synergy scores: CSS=34.0, Synergy_ZIP=-3.12, Synergy_Bliss=2.96, Synergy_Loewe=-4.58, Synergy_HSA=3.39. (5) Drug 1: CCC1(CC2CC(C3=C(CCN(C2)C1)C4=CC=CC=C4N3)(C5=C(C=C6C(=C5)C78CCN9C7C(C=CC9)(C(C(C8N6C=O)(C(=O)OC)O)OC(=O)C)CC)OC)C(=O)OC)O.OS(=O)(=O)O. Drug 2: CC1=C(C(CCC1)(C)C)C=CC(=CC=CC(=CC(=O)O)C)C. Cell line: KM12. Synergy scores: CSS=49.7, Synergy_ZIP=0.587, Synergy_Bliss=2.00, Synergy_Loewe=-55.2, Synergy_HSA=0.871. (6) Drug 1: CN(CCCl)CCCl.Cl. Drug 2: C(CC(=O)O)C(=O)CN.Cl. Cell line: MDA-MB-435. Synergy scores: CSS=1.91, Synergy_ZIP=0.778, Synergy_Bliss=3.48, Synergy_Loewe=-1.60, Synergy_HSA=-0.335.